Dataset: Forward reaction prediction with 1.9M reactions from USPTO patents (1976-2016). Task: Predict the product of the given reaction. (1) Given the reactants [Cl:1][C:2]1[CH:3]=[C:4]([C:9](=[O:15])[C:10]([O:12][CH2:13][CH3:14])=[O:11])[CH:5]=[CH:6][C:7]=1[Cl:8].[CH2:16]([Sn](CCCC)(CCCC)CCCC)[CH:17]=[CH2:18], predict the reaction product. The product is: [Cl:1][C:2]1[CH:3]=[C:4]([C:9]([OH:15])([CH2:18][CH:17]=[CH2:16])[C:10]([O:12][CH2:13][CH3:14])=[O:11])[CH:5]=[CH:6][C:7]=1[Cl:8]. (2) Given the reactants [CH2:1]([O:3][C:4]([C:6]1[C:7]([OH:22])=[C:8]2[CH:14]=[C:13](Br)[N:12]([C:16]3[CH:21]=[CH:20][CH:19]=[CH:18][CH:17]=3)[C:9]2=[CH:10][N:11]=1)=[O:5])[CH3:2].C([O-])=O.[NH4+], predict the reaction product. The product is: [CH2:1]([O:3][C:4]([C:6]1[C:7]([OH:22])=[C:8]2[CH:14]=[CH:13][N:12]([C:16]3[CH:17]=[CH:18][CH:19]=[CH:20][CH:21]=3)[C:9]2=[CH:10][N:11]=1)=[O:5])[CH3:2]. (3) Given the reactants [O:1]1[CH2:3][C@H:2]1[C@H:4]([NH:6][C:7](=[O:13])[O:8][C:9]([CH3:12])([CH3:11])[CH3:10])[CH3:5].[F:14][C:15]1[CH:20]=[CH:19][C:18]([CH2:21][CH2:22][CH2:23][NH2:24])=[CH:17][CH:16]=1.FC(F)(F)S([O-])(=O)=O.[Li+], predict the reaction product. The product is: [C:9]([O:8][C:7](=[O:13])[NH:6][C@H:4]([CH3:5])[C@@H:2]([OH:1])[CH2:3][NH:24][CH2:23][CH2:22][CH2:21][C:18]1[CH:17]=[CH:16][C:15]([F:14])=[CH:20][CH:19]=1)([CH3:12])([CH3:11])[CH3:10]. (4) Given the reactants [O:1]1[C:5]2[CH:6]=[CH:7][C:8]([C@@H:10]([NH:21][C@H:22]([C:27]([O:29][CH3:30])=[O:28])[CH2:23][CH:24]([CH3:26])[CH3:25])[C:11]([NH:13][C:14]3C=CC=CC=3O)=[O:12])=[CH:9][C:4]=2[CH:3]=[CH:2]1.[C:31](N1C=CN=C1)(N1C=CN=C1)=S.[NH2+]1C2C=CC=CC=2N=N1.F[B-](F)(F)F.CNC, predict the reaction product. The product is: [O:1]1[C:5]2[CH:6]=[CH:7][C:8]([CH:10]([NH:21][C@H:22]([C:27]([O:29][CH3:30])=[O:28])[CH2:23][CH:24]([CH3:25])[CH3:26])[C:11]([N:13]([CH3:14])[CH3:31])=[O:12])=[CH:9][C:4]=2[CH:3]=[CH:2]1.